From a dataset of Full USPTO retrosynthesis dataset with 1.9M reactions from patents (1976-2016). Predict the reactants needed to synthesize the given product. Given the product [CH3:24][C:21]1[CH:20]=[C:19]([NH:18][C:10]2[C:9]([F:25])=[C:8]([N:6]3[CH2:7][C:4]([CH:1]4[CH2:3][CH2:2]4)([F:26])[CH2:5]3)[N:13]=[C:12]([S:14][C:17]3[CH:35]=[CH:34][C:33]([NH:32][C:30](=[O:31])[CH2:29][C:28]([F:41])([F:27])[F:40])=[CH:38][CH:37]=3)[N:11]=2)[NH:23][N:22]=1, predict the reactants needed to synthesize it. The reactants are: [CH:1]1([C:4]2([F:26])[CH2:7][N:6]([C:8]3[N:13]=[C:12]([S:14]([CH3:17])(=O)=O)[N:11]=[C:10]([NH:18][C:19]4[NH:23][N:22]=[C:21]([CH3:24])[CH:20]=4)[C:9]=3[F:25])[CH2:5]2)[CH2:3][CH2:2]1.[F:27][C:28]([F:41])([F:40])[CH2:29][C:30]([NH:32][C:33]1[CH:38]=[CH:37]C(S)=[CH:35][CH:34]=1)=[O:31].